From a dataset of Forward reaction prediction with 1.9M reactions from USPTO patents (1976-2016). Predict the product of the given reaction. (1) Given the reactants C([O:8][C:9]1[CH:18]=[C:17]2[C:12]([C:13]([O:19][C:20]3[CH:25]=[CH:24][C:23]([NH:26][C:27]4[CH:32]=[CH:31][C:30]([C:33]([CH3:36])([CH3:35])[CH3:34])=[CH:29][CH:28]=4)=[CH:22][CH:21]=3)=[CH:14][CH:15]=[N:16]2)=[CH:11][C:10]=1[O:37][CH3:38])C1C=CC=CC=1.C(N(CC)CC)C.[H][H], predict the reaction product. The product is: [C:33]([C:30]1[CH:29]=[CH:28][C:27]([NH:26][C:23]2[CH:24]=[CH:25][C:20]([O:19][C:13]3[C:12]4[C:17](=[CH:18][C:9]([OH:8])=[C:10]([O:37][CH3:38])[CH:11]=4)[N:16]=[CH:15][CH:14]=3)=[CH:21][CH:22]=2)=[CH:32][CH:31]=1)([CH3:36])([CH3:34])[CH3:35]. (2) Given the reactants [NH:1]1[CH2:6][CH2:5][CH:4]([C:7]2[C:15]3[C:10](=[CH:11][CH:12]=[CH:13][CH:14]=3)[NH:9][CH:8]=2)[CH2:3][CH2:2]1.[CH3:16][O:17][C:18](=[O:28])[C:19]1[CH:24]=[CH:23][C:22]([Br:25])=[C:21]([CH2:26]Br)[CH:20]=1, predict the reaction product. The product is: [CH3:16][O:17][C:18](=[O:28])[C:19]1[CH:24]=[CH:23][C:22]([Br:25])=[C:21]([CH2:26][N:1]2[CH2:6][CH2:5][CH:4]([C:7]3[C:15]4[C:10](=[CH:11][CH:12]=[CH:13][CH:14]=4)[NH:9][CH:8]=3)[CH2:3][CH2:2]2)[CH:20]=1. (3) Given the reactants B.CB1N2CCC[C@@H]2C(C2C=CC=CC=2)(C2C=CC=CC=2)O1.[CH3:23][C:24]([O:27][C:28](=[O:43])[NH:29][CH2:30][CH2:31][CH2:32][C:33]([C:35]1[C:36]([O:41][CH3:42])=[N:37][CH:38]=[CH:39][CH:40]=1)=[O:34])([CH3:26])[CH3:25].CO, predict the reaction product. The product is: [CH3:26][C:24]([O:27][C:28](=[O:43])[NH:29][CH2:30][CH2:31][CH2:32][CH:33]([OH:34])[C:35]1[C:36]([O:41][CH3:42])=[N:37][CH:38]=[CH:39][CH:40]=1)([CH3:23])[CH3:25]. (4) Given the reactants Cl.Cl.[CH2:3]([N:10]1[CH2:14][CH2:13][C@@H:12]([NH:15][C:16]2[N:17]=[CH:18][C:19](/[CH:22]=[CH:23]/[C:24]([NH:26][OH:27])=[O:25])=[N:20][CH:21]=2)[CH2:11]1)[C:4]1[CH:9]=[CH:8][CH:7]=[CH:6][CH:5]=1.C([O-])(O)=O.[Na+], predict the reaction product. The product is: [CH2:3]([N:10]1[CH2:14][CH2:13][C@@H:12]([NH:15][C:16]2[N:17]=[CH:18][C:19](/[CH:22]=[CH:23]/[C:24]([NH:26][OH:27])=[O:25])=[N:20][CH:21]=2)[CH2:11]1)[C:4]1[CH:9]=[CH:8][CH:7]=[CH:6][CH:5]=1. (5) Given the reactants Br[C:2]1[CH:7]=[CH:6][C:5]([Cl:8])=[CH:4][C:3]=1[C:9]1[N:13]([CH3:14])[N:12]=[CH:11][CH:10]=1.[B:15](OC(C)C)([O:20]C(C)C)[O:16]C(C)C.[Li]CCCC.[OH-].[Na+], predict the reaction product. The product is: [Cl:8][C:5]1[CH:6]=[CH:7][C:2]([B:15]([OH:20])[OH:16])=[C:3]([C:9]2[N:13]([CH3:14])[N:12]=[CH:11][CH:10]=2)[CH:4]=1. (6) Given the reactants Cl.Cl.[CH3:3][Si:4]([CH3:31])([CH3:30])[CH2:5][CH2:6][O:7][CH2:8][N:9]1[C:13]2[N:14]=[CH:15][N:16]=[C:17]([C:18]3[CH:19]=[N:20][N:21]([C:23]4([CH2:27][C:28]#[N:29])[CH2:26][NH:25][CH2:24]4)[CH:22]=3)[C:12]=2[CH:11]=[CH:10]1.[CH3:32][CH:33]1[CH2:38][C:37](=O)[CH2:36][CH2:35][N:34]1[C:40]([O:42][C:43]([CH3:46])([CH3:45])[CH3:44])=[O:41].C(N(CC)C(C)C)(C)C.C(O[BH-](OC(=O)C)OC(=O)C)(=O)C.[Na+], predict the reaction product. The product is: [C:28]([CH2:27][C:23]1([N:21]2[CH:22]=[C:18]([C:17]3[C:12]4[CH:11]=[CH:10][N:9]([CH2:8][O:7][CH2:6][CH2:5][Si:4]([CH3:30])([CH3:3])[CH3:31])[C:13]=4[N:14]=[CH:15][N:16]=3)[CH:19]=[N:20]2)[CH2:24][N:25]([CH:37]2[CH2:36][CH2:35][N:34]([C:40]([O:42][C:43]([CH3:46])([CH3:45])[CH3:44])=[O:41])[CH:33]([CH3:32])[CH2:38]2)[CH2:26]1)#[N:29]. (7) The product is: [CH2:21]([O:28][C:29]1[CH:34]=[CH:33][CH:32]=[CH:31][C:30]=1[C:35]1([NH:39][C:2]2[C:3](=[O:20])[N:4]([C:9]3[CH:10]=[C:11]([CH:16]=[CH:17][C:18]=3[CH3:19])[C:12]([O:14][CH3:15])=[O:13])[CH:5]=[C:6]([Br:8])[N:7]=2)[CH2:38][CH2:37][CH2:36]1)[C:22]1[CH:23]=[CH:24][CH:25]=[CH:26][CH:27]=1. Given the reactants Br[C:2]1[C:3](=[O:20])[N:4]([C:9]2[CH:10]=[C:11]([CH:16]=[CH:17][C:18]=2[CH3:19])[C:12]([O:14][CH3:15])=[O:13])[CH:5]=[C:6]([Br:8])[N:7]=1.[CH2:21]([O:28][C:29]1[CH:34]=[CH:33][CH:32]=[CH:31][C:30]=1[C:35]1([NH2:39])[CH2:38][CH2:37][CH2:36]1)[C:22]1[CH:27]=[CH:26][CH:25]=[CH:24][CH:23]=1.C(N(CC)C(C)C)(C)C, predict the reaction product. (8) Given the reactants CON(C)[C:4]([C@@H:6]1[CH2:10][CH2:9][CH2:8][N:7]1[C:11]([O:13][C:14]([CH3:17])([CH3:16])[CH3:15])=[O:12])=[O:5].[C:19]([C:23]1[CH:31]=[CH:30][C:26]([CH2:27][Mg]Br)=[CH:25][CH:24]=1)([CH3:22])([CH3:21])[CH3:20], predict the reaction product. The product is: [C:14]([O:13][C:11]([N:7]1[CH2:8][CH2:9][CH2:10][C@H:6]1[C:4](=[O:5])[CH2:27][C:26]1[CH:30]=[CH:31][C:23]([C:19]([CH3:22])([CH3:21])[CH3:20])=[CH:24][CH:25]=1)=[O:12])([CH3:15])([CH3:16])[CH3:17].